This data is from Forward reaction prediction with 1.9M reactions from USPTO patents (1976-2016). The task is: Predict the product of the given reaction. Given the reactants [NH2:1][C:2](=[S:11])[CH2:3][CH2:4][CH2:5][CH2:6][C:7](OC)=[O:8].[BH4-].[Na+].[Cl-].[Ca+2].[Cl-].Cl, predict the reaction product. The product is: [OH:8][CH2:7][CH2:6][CH2:5][CH2:4][CH2:3][C:2](=[S:11])[NH2:1].